Dataset: Forward reaction prediction with 1.9M reactions from USPTO patents (1976-2016). Task: Predict the product of the given reaction. (1) The product is: [ClH:1].[ClH:1].[CH3:3][N:4]1[CH2:10][CH2:9][CH2:8][N:7]([CH2:11][CH:12]([CH:24]2[CH2:25][CH2:26][CH:27]2[OH:45])[C:13]2[CH:14]=[CH:15][C:16]([O:19][C:20]([F:23])([F:22])[F:21])=[CH:17][CH:18]=2)[CH2:6][CH2:5]1. Given the reactants [ClH:1].Cl.[CH3:3][N:4]1[CH2:10][CH2:9][CH2:8][N:7]([CH2:11][CH:12]([C:24]2(O)[CH2:27][CH2:26][CH2:25]2)[C:13]2[CH:18]=[CH:17][C:16]([O:19][C:20]([F:23])([F:22])[F:21])=[CH:15][CH:14]=2)[CH2:6][CH2:5]1.CN1CCCN(C(=O)C(C2(O)CCC2)C2C=CC([O:45]C(F)(F)F)=CC=2)CC1, predict the reaction product. (2) Given the reactants [C:1]1(B(O)O)[CH:6]=[CH:5][CH:4]=[CH:3][CH:2]=1.C(N(CC)CC)C.[CH2:17]([O:19][C:20](=[O:33])[CH:21]([N:25]1[CH:30]=[CH:29][CH:28]=[C:27]([NH2:31])[C:26]1=[O:32])[O:22][CH2:23][CH3:24])[CH3:18].CC1(C)N([O])C(C)(C)CCC1, predict the reaction product. The product is: [CH2:17]([O:19][C:20](=[O:33])[CH:21]([O:22][CH2:23][CH3:24])[N:25]1[CH:30]=[CH:29][CH:28]=[C:27]([NH:31][C:1]2[CH:6]=[CH:5][CH:4]=[CH:3][CH:2]=2)[C:26]1=[O:32])[CH3:18]. (3) Given the reactants [Cl:1][C:2]1[N:7]=[C:6]2[N:8]([CH:11]3[CH2:16][CH2:15][NH:14][CH2:13][CH2:12]3)[N:9]=[CH:10][C:5]2=[C:4]([N:17]2[CH2:22][CH2:21][O:20][CH2:19][CH2:18]2)[N:3]=1.C(=O)([O-])[O-].[K+].[K+].ClC(OS([CH2:37][C:38]([F:41])([F:40])[F:39])(=O)=O)(Cl)Cl, predict the reaction product. The product is: [Cl:1][C:2]1[N:7]=[C:6]2[N:8]([CH:11]3[CH2:16][CH2:15][N:14]([CH2:37][C:38]([F:41])([F:40])[F:39])[CH2:13][CH2:12]3)[N:9]=[CH:10][C:5]2=[C:4]([N:17]2[CH2:22][CH2:21][O:20][CH2:19][CH2:18]2)[N:3]=1. (4) The product is: [NH2:1][C:2]1[N:7]=[C:6]([N:8]2[CH2:30][CH2:29][C:11]3([CH2:15][N:14]([C:16]([O:18][CH2:19][C:20]4[CH:25]=[CH:24][CH:23]=[CH:22][CH:21]=4)=[O:17])[C@H:13]([C:26]([OH:28])=[O:27])[CH2:12]3)[CH2:10][CH2:9]2)[CH:5]=[C:4]([O:31][C@H:32]([C:37]2[CH:42]=[C:41]([C:16]([O:18][CH2:19][CH3:20])=[O:17])[CH:40]=[CH:39][C:38]=2[N:44]2[CH:48]=[CH:47][C:46]([CH3:49])=[N:45]2)[C:33]([F:36])([F:35])[F:34])[N:3]=1. Given the reactants [NH2:1][C:2]1[N:7]=[C:6]([N:8]2[CH2:30][CH2:29][C:11]3([CH2:15][N:14]([C:16]([O:18][CH2:19][C:20]4[CH:25]=[CH:24][CH:23]=[CH:22][CH:21]=4)=[O:17])[C@H:13]([C:26]([OH:28])=[O:27])[CH2:12]3)[CH2:10][CH2:9]2)[CH:5]=[C:4]([O:31][C@H:32]([C:37]2[CH:42]=[C:41](Br)[CH:40]=[CH:39][C:38]=2[N:44]2[CH:48]=[CH:47][C:46]([CH3:49])=[N:45]2)[C:33]([F:36])([F:35])[F:34])[N:3]=1, predict the reaction product. (5) Given the reactants [Br:1][C:2]1[CH:10]=[CH:9][C:5]([C:6]([OH:8])=O)=[C:4]([CH2:11][C:12]([OH:14])=[O:13])[CH:3]=1.C(Cl)(=O)C, predict the reaction product. The product is: [Br:1][C:2]1[CH:3]=[C:4]2[C:5](=[CH:9][CH:10]=1)[C:6](=[O:8])[O:14][C:12](=[O:13])[CH2:11]2. (6) Given the reactants [C:1]([C:3]1[C:4]([CH3:25])=[C:5]2[C:20]([C:21]([NH:23][NH2:24])=[O:22])=[N:19][NH:18][C:6]2=[N:7][C:8]=1[C:9]1[CH:14]=[CH:13][C:12]([O:15][CH3:16])=[CH:11][C:10]=1[F:17])#[N:2].[CH2:26]([N:28]([CH2:35][CH3:36])[CH2:29][CH2:30][CH2:31][N:32]=[C:33]=S)[CH3:27].Cl.C(N=C=NCCCN(C)C)C.O, predict the reaction product. The product is: [CH2:26]([N:28]([CH2:35][CH3:36])[CH2:29][CH2:30][CH2:31][NH:32][C:33]1[O:22][C:21]([C:20]2[C:5]3[C:6](=[N:7][C:8]([C:9]4[CH:14]=[CH:13][C:12]([O:15][CH3:16])=[CH:11][C:10]=4[F:17])=[C:3]([C:1]#[N:2])[C:4]=3[CH3:25])[NH:18][N:19]=2)=[N:23][N:24]=1)[CH3:27]. (7) Given the reactants [Br:1][C:2]1[CH:3]=[N:4][C:5]2[C:10]([CH:11]=1)=[CH:9][CH:8]=[C:7]([OH:12])[C:6]=2[C:13]([NH:15][CH2:16][C:17]([OH:19])=[O:18])=[O:14].[Br:20]Br, predict the reaction product. The product is: [Br:1][C:2]1[CH:3]=[N:4][C:5]2[C:10]([CH:11]=1)=[CH:9][C:8]([Br:20])=[C:7]([OH:12])[C:6]=2[C:13]([NH:15][CH2:16][C:17]([OH:19])=[O:18])=[O:14].